From a dataset of Catalyst prediction with 721,799 reactions and 888 catalyst types from USPTO. Predict which catalyst facilitates the given reaction. The catalyst class is: 10. Reactant: [CH3:1][C:2]1[C:11]2[C:6](=[CH:7][CH:8]=[CH:9][CH:10]=2)[N:5]=[CH:4][CH:3]=1.[Br-:12].[Br:13][CH2:14][CH2:15][CH2:16][N+:17]([CH2:22][CH3:23])([CH2:20][CH3:21])[CH2:18][CH3:19]. Product: [Br-:13].[Br-:12].[CH2:18]([N+:17]([CH2:22][CH3:23])([CH2:20][CH3:21])[CH2:16][CH2:15][CH2:14][N+:5]1[C:6]2[C:11](=[CH:10][CH:9]=[CH:8][CH:7]=2)[C:2]([CH3:1])=[CH:3][CH:4]=1)[CH3:19].